Dataset: Reaction yield outcomes from USPTO patents with 853,638 reactions. Task: Predict the reaction yield, written as a fraction of the theoretical maximum amount of product (1.0 means a 100% yield; for example, 0.34 means a 34% yield). (1) The reactants are [CH3:1][C:2]1[CH:3]=[N:4][CH:5]=[CH:6][C:7]=1B(O)O.FC(F)(F)S(O[C:17]1[CH:26]=[CH:25][CH:24]=[C:23]2[C:18]=1[CH2:19][C@H:20]([N:27]([CH2:35][C:36]1[CH:41]=[CH:40][CH:39]=[CH:38][CH:37]=1)[CH2:28][C:29]1[CH:34]=[CH:33][CH:32]=[CH:31][CH:30]=1)[CH2:21][O:22]2)(=O)=O. No catalyst specified. The product is [CH2:35]([N:27]([CH2:28][C:29]1[CH:34]=[CH:33][CH:32]=[CH:31][CH:30]=1)[C@H:20]1[CH2:19][C:18]2[C:23](=[CH:24][CH:25]=[CH:26][C:17]=2[C:7]2[CH:6]=[CH:5][N:4]=[CH:3][C:2]=2[CH3:1])[O:22][CH2:21]1)[C:36]1[CH:37]=[CH:38][CH:39]=[CH:40][CH:41]=1. The yield is 0.760. (2) The reactants are C[O:2][C:3]([C:5]1[N:9]([CH2:10][C:11]2[CH:16]=[CH:15][C:14]([O:17][CH3:18])=[CH:13][CH:12]=2)[N:8]=[C:7]([NH2:19])[CH:6]=1)=[O:4].[NH:20]([C:28]([O:30][C:31]([CH3:34])([CH3:33])[CH3:32])=[O:29])[C@H:21]([C:25](O)=[O:26])[CH:22]([CH3:24])[CH3:23].C(P1(=O)OP(CCC)(=O)OP(CCC)(=O)O1)CC.CN1CCOCC1. The catalyst is ClCCl. The product is [C:31]([O:30][C:28]([NH:20][CH:21]([CH:22]([CH3:24])[CH3:23])[C:25]([NH:19][C:7]1[CH:6]=[C:5]([C:3]([OH:2])=[O:4])[N:9]([CH2:10][C:11]2[CH:16]=[CH:15][C:14]([O:17][CH3:18])=[CH:13][CH:12]=2)[N:8]=1)=[O:26])=[O:29])([CH3:34])([CH3:33])[CH3:32]. The yield is 0.750. (3) The reactants are CC(C)([O-])C.[K+].[C:7]([O:16][CH3:17])(=[O:15])[CH2:8][CH2:9][CH2:10][C:11]([O:13]C)=O.[CH:18](OC)=O.[NH2:22][C:23]([NH2:25])=[S:24]. The catalyst is C(OC)(C)(C)C.CO. The product is [O:13]=[C:11]1[C:10]([CH2:9][CH2:8][C:7]([O:16][CH3:17])=[O:15])=[CH:18][NH:25][C:23](=[S:24])[NH:22]1. The yield is 0.302. (4) The reactants are [F:1][C:2]([F:7])([F:6])[C:3]([OH:5])=[O:4].FC(F)(F)C(O)=O.[Cl:15][C:16]1[CH:17]=[N:18][C:19]2[NH:20][C:21]3[CH:22]=[CH:23][CH:24]=[C:25]([CH:47]=3)[CH2:26][CH2:27][C:28]3[CH:36]=[C:32]([NH:33][C:34]=1[N:35]=2)[CH:31]=[CH:30][C:29]=3[NH:37][C:38](=[O:46])[CH2:39][C@@H:40]1[CH2:45][CH2:44][CH2:43][NH:42][CH2:41]1.[C:48](Cl)(=[O:55])[C:49]1[CH:54]=[CH:53][CH:52]=[CH:51][CH:50]=1. No catalyst specified. The product is [F:1][C:2]([F:7])([F:6])[C:3]([OH:5])=[O:4].[C:48]([N:42]1[CH2:43][CH2:44][CH2:45][C@@H:40]([CH2:39][C:38]([NH:37][C:29]2[CH:30]=[CH:31][C:32]3[NH:33][C:34]4[N:35]=[C:19]([NH:20][C:21]5[CH:22]=[CH:23][CH:24]=[C:25]([CH:47]=5)[CH2:26][CH2:27][C:28]=2[CH:36]=3)[N:18]=[CH:17][C:16]=4[Cl:15])=[O:46])[CH2:41]1)(=[O:55])[C:49]1[CH:54]=[CH:53][CH:52]=[CH:51][CH:50]=1. The yield is 0.710. (5) The yield is 0.680. No catalyst specified. The product is [Cl:1][C:2]1[CH:3]=[CH:4][C:5]([F:34])=[C:6]([C:8]2[N:9]=[C:10]([NH:24][C:25]3[C:30]([C:52]([NH:50][CH3:49])=[O:53])=[CH:29][N:28]=[CH:27][CH:26]=3)[C:11]3[CH2:17][CH2:16][CH2:15][C:12]=3[N:13]=2)[CH:7]=1. The reactants are [Cl:1][C:2]1[CH:3]=[CH:4][C:5]([F:34])=[C:6]([C:8]2[N:9]=[C:10]([NH:24][C:25]3[C:30](C(O)=O)=[CH:29][N:28]=[CH:27][CH:26]=3)[C:11]3[CH:17]=[CH:16][C:15](NCCN(C)C)=N[C:12]=3[N:13]=2)[CH:7]=1.C(N1C=CN=C1)(N1C=CN=C1)=O.CN.[CH3:49][N:50]([CH:52]=[O:53])C. (6) The reactants are Cl[CH2:2][CH2:3][CH2:4][CH2:5][CH:6]([C:19]1[NH:23][N:22]=[C:21]([NH:24][C:25]2[CH:30]=[C:29]([O:31][CH3:32])[C:28]([N:33]3[CH:37]=[N:36][C:35]([CH3:38])=[N:34]3)=[CH:27][C:26]=2[F:39])[N:20]=1)[C:7]1[CH:12]=[CH:11][C:10]([O:13][CH2:14][C:15]([F:18])([F:17])[F:16])=[CH:9][CH:8]=1.[I-].[Na+]. The catalyst is CC(C)=O. The product is [F:39][C:26]1[CH:27]=[C:28]([N:33]2[CH:37]=[N:36][C:35]([CH3:38])=[N:34]2)[C:29]([O:31][CH3:32])=[CH:30][C:25]=1[NH:24][C:21]1[N:20]=[C:19]2[CH:6]([C:7]3[CH:12]=[CH:11][C:10]([O:13][CH2:14][C:15]([F:18])([F:17])[F:16])=[CH:9][CH:8]=3)[CH2:5][CH2:4][CH2:3][CH2:2][N:23]2[N:22]=1. The yield is 0.250. (7) The reactants are [OH-].[Li+].[CH3:3][C:4]1[C:13]2[C:8](=[CH:9][C:10]([CH3:14])=[CH:11][CH:12]=2)[C:7]([N:15]2[CH:19]=[N:18][N:17]=[C:16]2[S:20][CH2:21][C:22]([O:24]CC)=[O:23])=[CH:6][CH:5]=1. The catalyst is C1COCC1.C(O)C.O. The product is [CH3:3][C:4]1[C:13]2[C:8](=[CH:9][C:10]([CH3:14])=[CH:11][CH:12]=2)[C:7]([N:15]2[CH:19]=[N:18][N:17]=[C:16]2[S:20][CH2:21][C:22]([OH:24])=[O:23])=[CH:6][CH:5]=1. The yield is 0.940. (8) The reactants are [OH-].[Na+].[F:3][C:4]([F:15])([F:14])[O:5][C:6]1[CH:7]=[C:8]([CH:11]=[CH:12][CH:13]=1)[CH:9]=O.[O:16]=[C:17]([CH3:27])[CH2:18]P(=O)(OCC)OCC. The catalyst is [I-].C([N+](CCCC)(CCCC)CCCC)CCC.C(Cl)Cl. The product is [F:3][C:4]([F:15])([F:14])[O:5][C:6]1[CH:7]=[C:8]([CH:9]=[CH:18][C:17](=[O:16])[CH3:27])[CH:11]=[CH:12][CH:13]=1. The yield is 0.540. (9) The reactants are Cl[C:2]1[N:7]=[C:6]([NH:8][C:9]2[CH:14]=[CH:13][C:12]([O:15][CH3:16])=[C:11]([Cl:17])[CH:10]=2)[N:5]=[C:4]([NH:18][CH:19]2[CH2:25][CH2:24][CH2:23][CH2:22][CH2:21][CH2:20]2)[N:3]=1.[CH3:26][NH:27][CH:28]1[CH2:33][CH2:32][N:31]([CH3:34])[CH2:30][CH2:29]1.[OH-].[Na+].O. The catalyst is O1CCOCC1.C(Cl)Cl. The product is [Cl:17][C:11]1[CH:10]=[C:9]([NH:8][C:6]2[N:5]=[C:4]([NH:18][CH:19]3[CH2:25][CH2:24][CH2:23][CH2:22][CH2:21][CH2:20]3)[N:3]=[C:2]([N:27]([CH3:26])[CH:28]3[CH2:33][CH2:32][N:31]([CH3:34])[CH2:30][CH2:29]3)[N:7]=2)[CH:14]=[CH:13][C:12]=1[O:15][CH3:16]. The yield is 0.309.